Dataset: Reaction yield outcomes from USPTO patents with 853,638 reactions. Task: Predict the reaction yield, written as a fraction of the theoretical maximum amount of product (1.0 means a 100% yield; for example, 0.34 means a 34% yield). (1) The reactants are C([N:8]1[C:16]([CH3:18])([CH3:17])[C:15]2[C:10](=[CH:11][CH:12]=[CH:13][CH:14]=2)[C:9]1([CH3:20])[CH3:19])C1C=CC=CC=1. The catalyst is C(O)(=O)C.[Pd]. The product is [CH3:17][C:16]1([CH3:18])[C:15]2[C:10](=[CH:11][CH:12]=[CH:13][CH:14]=2)[C:9]([CH3:20])([CH3:19])[NH:8]1. The yield is 0.960. (2) The reactants are [CH3:1][N:2]1[C:10](=[O:11])[C:9]2[C:4](=[CH:5][CH:6]=[C:7]([C:12]([O:14]C)=[O:13])[CH:8]=2)[N:3]1C(OCC)=O.[OH-].[K+]. The catalyst is C(O)C. The product is [CH3:1][N:2]1[C:10](=[O:11])[C:9]2[C:4](=[CH:5][CH:6]=[C:7]([C:12]([OH:14])=[O:13])[CH:8]=2)[NH:3]1. The yield is 0.760. (3) The reactants are [NH2:1][C:2]1[C:3]([F:19])=[C:4]([NH:9][S:10]([C:13]2[N:14]=[CH:15][N:16]([CH3:18])[CH:17]=2)(=[O:12])=[O:11])[CH:5]=[CH:6][C:7]=1[F:8].F[C:21]1[C:26]([C:27]2[N:35]=[CH:34][N:33]=[C:32]3[C:28]=2[N:29]=[CH:30][N:31]3[CH:36]2[CH2:41][CH2:40][CH2:39][CH2:38][O:37]2)=[CH:25][CH:24]=[CH:23][N:22]=1. The catalyst is O. The product is [F:19][C:3]1[C:2]([NH:1][C:21]2[C:26]([C:27]3[N:35]=[CH:34][N:33]=[C:32]4[C:28]=3[N:29]=[CH:30][N:31]4[CH:36]3[CH2:41][CH2:40][CH2:39][CH2:38][O:37]3)=[CH:25][CH:24]=[CH:23][N:22]=2)=[C:7]([F:8])[CH:6]=[CH:5][C:4]=1[NH:9][S:10]([C:13]1[N:14]=[CH:15][N:16]([CH3:18])[CH:17]=1)(=[O:12])=[O:11]. The yield is 0.820. (4) The reactants are Br[C:2]1[CH:3]=[CH:4][C:5]2[O:14][C:13]3[CH2:12][CH2:11][N:10]([C:15]([O:17][C:18]([CH3:21])([CH3:20])[CH3:19])=[O:16])[CH2:9][C:8]=3[C:6]=2[CH:7]=1.[CH2:22]([O:29][C:30]1[CH:35]=[CH:34][NH:33][C:32](=[O:36])[CH:31]=1)[C:23]1[CH:28]=[CH:27][CH:26]=[CH:25][CH:24]=1.C([O-])([O-])=O.[K+].[K+].OC1C=CC=C2C=1NC(=O)C=C2. The catalyst is CS(C)=O.O.CCOC(C)=O.[Cu]I. The product is [CH2:22]([O:29][C:30]1[CH:35]=[CH:34][N:33]([C:2]2[CH:3]=[CH:4][C:5]3[O:14][C:13]4[CH2:12][CH2:11][N:10]([C:15]([O:17][C:18]([CH3:21])([CH3:20])[CH3:19])=[O:16])[CH2:9][C:8]=4[C:6]=3[CH:7]=2)[C:32](=[O:36])[CH:31]=1)[C:23]1[CH:24]=[CH:25][CH:26]=[CH:27][CH:28]=1. The yield is 0.250. (5) The reactants are [CH3:1][CH:2]1[O:7][CH:6]([CH3:8])[CH:5]2[C:9]3([CH2:18][C:19]4[C:24]([N:4]2[C:3]1=[O:33])=[CH:23][CH:22]=[C:21]([NH:25]C(=O)OC(C)(C)C)[CH:20]=4)[C:14](=[O:15])[NH:13][C:12](=[O:16])[NH:11][C:10]3=[O:17].[ClH:34].O1CCOCC1. The catalyst is C(Cl)Cl. The product is [ClH:34].[NH2:25][C:21]1[CH:20]=[C:19]2[C:24](=[CH:23][CH:22]=1)[N:4]1[C:3](=[O:33])[CH:2]([CH3:1])[O:7][CH:6]([CH3:8])[CH:5]1[C:9]1([C:14](=[O:15])[NH:13][C:12](=[O:16])[NH:11][C:10]1=[O:17])[CH2:18]2. The yield is 0.990. (6) The reactants are [CH:1]1([N:4]2[C:13]3[C:8](=[C:9]([N+:18]([O-:20])=[O:19])[C:10]([F:17])=[C:11]([F:16])[C:12]=3[O:14][CH3:15])[C:7](=[O:21])[C:6]([C:22]([O:24][CH2:25][CH3:26])=[O:23])=[CH:5]2)[CH2:3][CH2:2]1.Cl. The catalyst is C1COCC1.C1([Mg]Br)C=CC=CC=1. The product is [CH:1]1([N:4]2[C:13]3[C:8](=[C:9]([N+:18]([O-:20])=[O:19])[C:10]([F:17])=[C:11]([F:16])[C:12]=3[O:14][CH3:15])[C:7](=[O:21])[CH:6]([C:22]([O:24][CH2:25][CH3:26])=[O:23])[CH:5]2[C:8]2[CH:13]=[CH:12][CH:11]=[CH:10][CH:9]=2)[CH2:2][CH2:3]1. The yield is 0.850. (7) The yield is 0.170. No catalyst specified. The reactants are [C:1]1([C:7]2([CH3:18])[C:12](=[O:13])[N:11]([CH2:14][CH3:15])[C:10](=[O:16])[NH:9][C:8]2=[O:17])[CH2:6][CH2:5][CH2:4][CH2:3][CH:2]=1.Br[CH2:20][C:21]([C:23]1[CH:28]=[CH:27][CH:26]=[C:25]([F:29])[CH:24]=1)=[O:22]. The product is [C:1]1([C:7]2([CH3:18])[C:12](=[O:13])[N:11]([CH2:14][CH3:15])[C:10](=[O:16])[N:9]([CH2:20][C:21]([C:23]3[CH:28]=[CH:27][CH:26]=[C:25]([F:29])[CH:24]=3)=[O:22])[C:8]2=[O:17])[CH2:6][CH2:5][CH2:4][CH2:3][CH:2]=1. (8) The reactants are [F:1][C:2]1([F:30])[CH2:7][CH2:6][N:5]([C:8]([C:10]2[NH:11][C:12]3[C:17]([CH:18]=2)=[CH:16][C:15]([C:19]([N:21]2[CH2:26][CH2:25][N:24]([CH:27]([CH3:29])[CH3:28])[CH2:23][CH2:22]2)=[O:20])=[CH:14][CH:13]=3)=[O:9])[CH2:4][CH2:3]1.[H-].[Na+].[CH:33]1([CH2:36]Br)[CH2:35][CH2:34]1.[Cl-].[NH4+]. The catalyst is CN(C)C=O. The product is [CH:33]1([CH2:36][N:11]2[C:12]3[C:17](=[CH:16][C:15]([C:19]([N:21]4[CH2:22][CH2:23][N:24]([CH:27]([CH3:28])[CH3:29])[CH2:25][CH2:26]4)=[O:20])=[CH:14][CH:13]=3)[CH:18]=[C:10]2[C:8]([N:5]2[CH2:6][CH2:7][C:2]([F:1])([F:30])[CH2:3][CH2:4]2)=[O:9])[CH2:35][CH2:34]1. The yield is 0.970. (9) The product is [C:7]([N:10]([C:11]1[C:12]([Cl:19])=[N:13][C:14]([Cl:18])=[CH:15][C:16]=1[NH2:17])[CH2:21][CH2:22][CH2:23][CH2:24][O:25][CH3:26])(=[O:9])[CH3:8]. The reactants are C([O-])([O-])=O.[Cs+].[Cs+].[C:7]([NH:10][C:11]1[C:12]([Cl:19])=[N:13][C:14]([Cl:18])=[CH:15][C:16]=1[NH2:17])(=[O:9])[CH3:8].Br[CH2:21][CH2:22][CH2:23][CH2:24][O:25][CH3:26]. The catalyst is CCCC[N+](CCCC)(CCCC)CCCC.[I-].CN(C=O)C. The yield is 0.750.